From a dataset of Catalyst prediction with 721,799 reactions and 888 catalyst types from USPTO. Predict which catalyst facilitates the given reaction. (1) Reactant: [F:1][C:2]1[CH:7]=[C:6]([NH:8][S:9]([C:12]2[CH:17]=[CH:16][CH:15]=[CH:14][C:13]=2[N+:18]([O-:20])=[O:19])(=[O:11])=[O:10])[CH:5]=[CH:4][C:3]=1[CH2:21][CH2:22][C:23]([O:25][CH2:26][CH3:27])=[O:24].[C:28]1([C:34]2[N:35]=[C:36]([CH2:39][CH:40]([C:44]3[CH:49]=[CH:48][C:47]([CH2:50]O)=[CH:46][CH:45]=3)[CH2:41][CH2:42][CH3:43])[S:37][CH:38]=2)[CH:33]=[CH:32][CH:31]=[CH:30][CH:29]=1.C1(P(C2C=CC=CC=2)C2C=CC=CC=2)C=CC=CC=1.N(C(OCC)=O)=NC(OCC)=O. Product: [F:1][C:2]1[CH:7]=[C:6]([N:8]([S:9]([C:12]2[CH:17]=[CH:16][CH:15]=[CH:14][C:13]=2[N+:18]([O-:20])=[O:19])(=[O:10])=[O:11])[CH2:50][C:47]2[CH:48]=[CH:49][C:44]([CH:40]([CH2:39][C:36]3[S:37][CH:38]=[C:34]([C:28]4[CH:33]=[CH:32][CH:31]=[CH:30][CH:29]=4)[N:35]=3)[CH2:41][CH2:42][CH3:43])=[CH:45][CH:46]=2)[CH:5]=[CH:4][C:3]=1[CH2:21][CH2:22][C:23]([O:25][CH2:26][CH3:27])=[O:24]. The catalyst class is: 7. (2) Reactant: [F:1][C:2]1[CH:7]=[CH:6][C:5]([C:8]2[C:12]([CH2:13][NH2:14])=[C:11]([CH3:15])[O:10][N:9]=2)=[CH:4][CH:3]=1.Cl[C:17]1[CH:26]=[CH:25][C:20]([C:21]([O:23][CH3:24])=[O:22])=[CH:19][N:18]=1.C(N(CC)C(C)C)(C)C. Product: [CH3:24][O:23][C:21](=[O:22])[C:20]1[CH:25]=[CH:26][C:17]([NH:14][CH2:13][C:12]2[C:8]([C:5]3[CH:4]=[CH:3][C:2]([F:1])=[CH:7][CH:6]=3)=[N:9][O:10][C:11]=2[CH3:15])=[N:18][CH:19]=1. The catalyst class is: 16.